From a dataset of Reaction yield outcomes from USPTO patents with 853,638 reactions. Predict the reaction yield, written as a fraction of the theoretical maximum amount of product (1.0 means a 100% yield; for example, 0.34 means a 34% yield). (1) The reactants are Cl.[N:2]1([NH2:8])[CH2:7][CH2:6][CH2:5][CH2:4][CH2:3]1.C[Al](C)C.[Cl:13][C:14]1[CH:19]=[CH:18][C:17]([C:20]2[N:21]=[C:22]([CH2:38][N:39]3[CH:43]=[N:42][N:41]=[N:40]3)[C:23]([C:33](OCC)=[O:34])=[N:24][C:25]=2[C:26]2[CH:31]=[CH:30][C:29]([Cl:32])=[CH:28][CH:27]=2)=[CH:16][CH:15]=1. The yield is 0.270. The catalyst is ClCCl. The product is [Cl:13][C:14]1[CH:15]=[CH:16][C:17]([C:20]2[N:21]=[C:22]([CH2:38][N:39]3[CH:43]=[N:42][N:41]=[N:40]3)[C:23]([C:33]([NH:8][N:2]3[CH2:7][CH2:6][CH2:5][CH2:4][CH2:3]3)=[O:34])=[N:24][C:25]=2[C:26]2[CH:27]=[CH:28][C:29]([Cl:32])=[CH:30][CH:31]=2)=[CH:18][CH:19]=1. (2) The reactants are [NH:1]1[CH:5]=[C:4]([C:6]([O:8][CH2:9][CH3:10])=[O:7])[CH:3]=[N:2]1.[H-].[Na+].[C:13](Cl)([C:26]1[CH:31]=[CH:30][CH:29]=[CH:28][CH:27]=1)([C:20]1[CH:25]=[CH:24][CH:23]=[CH:22][CH:21]=1)[C:14]1[CH:19]=[CH:18][CH:17]=[CH:16][CH:15]=1. The catalyst is CN(C=O)C. The product is [C:13]([N:1]1[CH:5]=[C:4]([C:6]([O:8][CH2:9][CH3:10])=[O:7])[CH:3]=[N:2]1)([C:14]1[CH:19]=[CH:18][CH:17]=[CH:16][CH:15]=1)([C:26]1[CH:27]=[CH:28][CH:29]=[CH:30][CH:31]=1)[C:20]1[CH:21]=[CH:22][CH:23]=[CH:24][CH:25]=1. The yield is 0.820.